Task: Predict which catalyst facilitates the given reaction.. Dataset: Catalyst prediction with 721,799 reactions and 888 catalyst types from USPTO (1) Reactant: [C:1]([CH2:3][C@H:4]1[O:9][C@@H:8]([C:10]2[CH:15]=[CH:14][N:13]=[CH:12][C:11]=2[NH:16][C:17](=[O:33])[C:18]2[CH:23]=[CH:22][C:21]([F:24])=[C:20]([C:25]3[C:30]([F:31])=[CH:29][CH:28]=[CH:27][C:26]=3[F:32])[N:19]=2)[CH2:7][C@@H:6]([O:34][Si](C(C)C)(C(C)C)C(C)C)[C@@H:5]1[O:45][Si](C(C)C)(C(C)C)C(C)C)#[N:2].C(=O)([O-])[O-:57].[K+].[K+]. The catalyst class is: 844. Product: [NH2:2][C:1](=[O:57])[CH2:3][C@H:4]1[O:9][C@@H:8]([C:10]2[CH:15]=[CH:14][N:13]=[CH:12][C:11]=2[NH:16][C:17](=[O:33])[C:18]2[CH:23]=[CH:22][C:21]([F:24])=[C:20]([C:25]3[C:26]([F:32])=[CH:27][CH:28]=[CH:29][C:30]=3[F:31])[N:19]=2)[CH2:7][C@@H:6]([OH:34])[C@@H:5]1[OH:45]. (2) Reactant: [CH:1]12[CH2:7][CH:4]([CH2:5][CH2:6]1)[CH2:3][CH:2]2[CH2:8][C:9]([OH:11])=O.C(N(CC)C(C)C)(C)C.[F:21][C:22]1[CH:27]=[C:26]([F:28])[CH:25]=[C:24]([N:29]2[CH2:34][CH2:33][O:32][CH2:31][CH2:30]2)[C:23]=1[NH2:35].C(OCC)(=O)C. Product: [CH:1]12[CH2:7][CH:4]([CH2:5][CH2:6]1)[CH2:3][CH:2]2[CH2:8][C:9]([NH:35][C:23]1[C:24]([N:29]2[CH2:34][CH2:33][O:32][CH2:31][CH2:30]2)=[CH:25][C:26]([F:28])=[CH:27][C:22]=1[F:21])=[O:11]. The catalyst class is: 9. (3) Reactant: [CH:1]1([C:4]2[C:13](I)=[CH:12][C:7]([C:8]([O:10][CH3:11])=[O:9])=[C:6]([CH3:15])[CH:5]=2)[CH2:3][CH2:2]1.[CH3:16][C:17]1([CH3:33])[C:21]([CH3:23])([CH3:22])[O:20][B:19]([B:19]2[O:20][C:21]([CH3:23])([CH3:22])[C:17]([CH3:33])([CH3:16])[O:18]2)[O:18]1.C([O-])(=O)C.[K+]. Product: [CH:1]1([C:4]2[C:13]([B:19]3[O:20][C:21]([CH3:23])([CH3:22])[C:17]([CH3:33])([CH3:16])[O:18]3)=[CH:12][C:7]([C:8]([O:10][CH3:11])=[O:9])=[C:6]([CH3:15])[CH:5]=2)[CH2:3][CH2:2]1. The catalyst class is: 16. (4) Reactant: [CH3:1][C:2]1[NH:3][C:4]2[C:9]([C:10]=1[CH2:11][NH:12][CH3:13])=[CH:8][CH:7]=[CH:6][CH:5]=2.C(N(CC)CC)C.[C:21](Cl)(=[O:24])[CH:22]=[CH2:23].O. Product: [CH3:13][N:12]([CH2:11][C:10]1[C:9]2[C:4](=[CH:5][CH:6]=[CH:7][CH:8]=2)[NH:3][C:2]=1[CH3:1])[C:21](=[O:24])[CH:22]=[CH2:23]. The catalyst class is: 2. (5) The catalyst class is: 2. Reactant: [NH2:1][CH:2]([CH2:6][C:7]1[CH:12]=[CH:11][C:10]([B:13]([OH:15])[OH:14])=[CH:9][CH:8]=1)[C:3]([OH:5])=[O:4].CCN(C(C)C)C(C)C.C[Si](Cl)(C)C.[CH3:30][C:31]1[CH:39]=[C:38]([CH3:40])[CH:37]=[C:36]([CH3:41])[C:32]=1[C:33](Cl)=[O:34]. Product: [B:13]([C:10]1[CH:11]=[CH:12][C:7]([CH2:6][CH:2]([NH:1][C:33](=[O:34])[C:32]2[C:36]([CH3:41])=[CH:37][C:38]([CH3:40])=[CH:39][C:31]=2[CH3:30])[C:3]([OH:5])=[O:4])=[CH:8][CH:9]=1)([OH:15])[OH:14]. (6) Reactant: [CH3:1][O:2][C:3]1[CH:10]=[C:9]([O:11][CH3:12])[CH:8]=[CH:7][C:4]=1[CH:5]=O.[CH2:13]([NH2:16])[C:14]#[CH:15].[BH4-].[Na+]. Product: [CH3:1][O:2][C:3]1[CH:10]=[C:9]([O:11][CH3:12])[CH:8]=[CH:7][C:4]=1[CH2:5][NH:16][CH2:13][C:14]#[CH:15]. The catalyst class is: 5. (7) Reactant: [OH:1][CH:2]1[CH2:7][CH2:6][CH:5]([C:8]([O:10][CH2:11][CH3:12])=[O:9])[CH2:4][CH2:3]1.[OH-].[K+].[CH3:15][O:16][C:17]1[CH:24]=[CH:23]C(CCl)=[CH:19][CH:18]=1. Product: [OH:1][CH:2]1[CH2:3][CH2:4][CH:5]([C:8]([O:10][CH2:11][C:12]2[CH:23]=[CH:24][C:17]([O:16][CH3:15])=[CH:18][CH:19]=2)=[O:9])[CH2:6][CH2:7]1. The catalyst class is: 8. (8) Product: [Br:13][C:14]1[CH:22]=[CH:21][C:17]([C:18]2[O:19][CH:2]=[C:3]([C:5]3[CH:12]=[CH:11][C:8]([C:9]#[N:10])=[CH:7][CH:6]=3)[N:20]=2)=[CH:16][CH:15]=1. The catalyst class is: 37. Reactant: Br[CH2:2][C:3]([C:5]1[CH:12]=[CH:11][C:8]([C:9]#[N:10])=[CH:7][CH:6]=1)=O.[Br:13][C:14]1[CH:22]=[CH:21][C:17]([C:18]([NH2:20])=[O:19])=[CH:16][CH:15]=1.C(#N)C. (9) Reactant: [C:1]([O:5][C:6]([N:8]1[CH2:14][CH2:13][CH2:12][C:11](=[O:15])[CH2:10][CH2:9]1)=[O:7])([CH3:4])([CH3:3])[CH3:2].[Cl:16][C:17]1[CH:22]=[CH:21][C:20]([Mg]Br)=[CH:19][CH:18]=1.C(OCC)C. The catalyst class is: 1. Product: [C:1]([O:5][C:6]([N:8]1[CH2:14][CH2:13][CH2:12][C:11]([C:20]2[CH:21]=[CH:22][C:17]([Cl:16])=[CH:18][CH:19]=2)([OH:15])[CH2:10][CH2:9]1)=[O:7])([CH3:4])([CH3:2])[CH3:3]. (10) Reactant: [CH:1]1[CH:6]=[CH:5][C:4]([CH2:7][O:8][C:9]([NH:11][C@@H:12]([C:19]([OH:21])=[O:20])[C:13]2[CH:18]=[CH:17][CH:16]=[CH:15][CH:14]=2)=[O:10])=[CH:3][CH:2]=1.CN1CCOCC1.ClC(OCC(C)C)=O.[NH:37]1[CH2:42][CH2:41][CH:40]([CH:43]2[CH2:48][CH2:47][N:46]([C:49]([O:51][C:52]([CH3:55])([CH3:54])[CH3:53])=[O:50])[CH2:45][CH2:44]2)[CH2:39][CH2:38]1. Product: [CH:1]1[CH:6]=[CH:5][C:4]([CH2:7][O:8][C:9]([NH:11][C@@H:12]([C:19]([OH:21])=[O:20])[C:13]2[CH:18]=[CH:17][CH:16]=[CH:15][CH:14]=2)=[O:10])=[CH:3][CH:2]=1.[C:49]([N:46]1[CH2:45][CH2:44][CH:43]([CH:40]2[CH2:39][CH2:38][N:37]([C:9]([NH2:11])=[O:8])[CH2:42][CH2:41]2)[CH2:48][CH2:47]1)([O:51][C:52]([CH3:55])([CH3:54])[CH3:53])=[O:50]. The catalyst class is: 1.